This data is from Peptide-MHC class II binding affinity with 134,281 pairs from IEDB. The task is: Regression. Given a peptide amino acid sequence and an MHC pseudo amino acid sequence, predict their binding affinity value. This is MHC class II binding data. (1) The binding affinity (normalized) is 0.347. The peptide sequence is TRLFTIRQEMANRGL. The MHC is DRB5_0101 with pseudo-sequence DRB5_0101. (2) The peptide sequence is EFFKHNPCDYFPLKP. The MHC is DRB1_0101 with pseudo-sequence DRB1_0101. The binding affinity (normalized) is 0.147. (3) The MHC is HLA-DQA10101-DQB10501 with pseudo-sequence HLA-DQA10101-DQB10501. The binding affinity (normalized) is 0.453. The peptide sequence is TTEEQKLIEDINVGF. (4) The peptide sequence is RYNLDPDSMDYLILK. The MHC is DRB1_0101 with pseudo-sequence DRB1_0101. The binding affinity (normalized) is 0.639. (5) The peptide sequence is HYKGSSFHRVIPGFM. The MHC is HLA-DPA10103-DPB10301 with pseudo-sequence HLA-DPA10103-DPB10301. The binding affinity (normalized) is 0.391. (6) The peptide sequence is YDKFLANVRTVLTGK. The MHC is DRB1_1101 with pseudo-sequence DRB1_1101. The binding affinity (normalized) is 0.650. (7) The peptide sequence is MLLRKYGIAAENVID. The MHC is DRB1_0701 with pseudo-sequence DRB1_0701. The binding affinity (normalized) is 0.581. (8) The MHC is H-2-IAk with pseudo-sequence H-2-IAk. The binding affinity (normalized) is 0. The peptide sequence is KPVSQMRMATPLLMR.